From a dataset of Forward reaction prediction with 1.9M reactions from USPTO patents (1976-2016). Predict the product of the given reaction. (1) Given the reactants CS(O[CH2:6][C:7]1[CH:12]=[CH:11][C:10]([N+:13]([O-:15])=[O:14])=[CH:9][C:8]=1[CH2:16][CH2:17]OS(C)(=O)=O)(=O)=O.C(N(CC)CC)C.[C:30]([NH:33][CH2:34][CH2:35][NH2:36])(=[O:32])[CH3:31].O, predict the reaction product. The product is: [N+:13]([C:10]1[CH:9]=[C:8]2[C:7](=[CH:12][CH:11]=1)[CH2:6][N:36]([CH2:35][CH2:34][NH:33][C:30](=[O:32])[CH3:31])[CH2:17][CH2:16]2)([O-:15])=[O:14]. (2) Given the reactants Cl[C:2]1[N:11]=[C:10]2[C:5]([C:6](=[O:18])[C:7]([C:15]([OH:17])=[O:16])=[CH:8][N:9]2[CH:12]2[CH2:14][CH2:13]2)=[CH:4][C:3]=1[F:19].[N:20]1([CH2:26][CH2:27][NH2:28])[CH2:25][CH2:24][NH:23][CH2:22][CH2:21]1, predict the reaction product. The product is: [NH2:28][CH2:27][CH2:26][N:20]1[CH2:25][CH2:24][N:23]([C:2]2[N:11]=[C:10]3[C:5]([C:6](=[O:18])[C:7]([C:15]([OH:17])=[O:16])=[CH:8][N:9]3[CH:12]3[CH2:14][CH2:13]3)=[CH:4][C:3]=2[F:19])[CH2:22][CH2:21]1.